Dataset: Full USPTO retrosynthesis dataset with 1.9M reactions from patents (1976-2016). Task: Predict the reactants needed to synthesize the given product. Given the product [CH2:19]([NH:21][C:22](=[O:36])[C:23]1[CH:28]=[CH:27][C:26]([N:29]2[CH2:30][CH2:31][N:32]([CH2:2][C:3]3[CH:12]=[N:11][C:10]4[N:9]5[CH2:13][CH2:14][CH2:15][CH2:16][C@H:8]5[C:7](=[O:17])[NH:6][C:5]=4[CH:4]=3)[CH2:33][CH2:34]2)=[C:25]([CH3:35])[CH:24]=1)[CH3:20], predict the reactants needed to synthesize it. The reactants are: O[CH2:2][C:3]1[CH:12]=[N:11][C:10]2[N:9]3[CH2:13][CH2:14][CH2:15][CH2:16][C@H:8]3[C:7](=[O:17])[NH:6][C:5]=2[CH:4]=1.Cl.[CH2:19]([NH:21][C:22](=[O:36])[C:23]1[CH:28]=[CH:27][C:26]([N:29]2[CH2:34][CH2:33][NH:32][CH2:31][CH2:30]2)=[C:25]([CH3:35])[CH:24]=1)[CH3:20].[I-].C(C[P+](C)(C)C)#N.C(N(CC)C(C)C)(C)C.